Dataset: Forward reaction prediction with 1.9M reactions from USPTO patents (1976-2016). Task: Predict the product of the given reaction. Given the reactants [F:1][C:2]1[CH:7]=[CH:6][C:5]([C:8]2[C:12]([C:13]([O:15]C)=[O:14])=[C:11]([CH3:17])[O:10][N:9]=2)=[CH:4][CH:3]=1.[OH-].[K+].O, predict the reaction product. The product is: [F:1][C:2]1[CH:3]=[CH:4][C:5]([C:8]2[C:12]([C:13]([OH:15])=[O:14])=[C:11]([CH3:17])[O:10][N:9]=2)=[CH:6][CH:7]=1.